From a dataset of Full USPTO retrosynthesis dataset with 1.9M reactions from patents (1976-2016). Predict the reactants needed to synthesize the given product. (1) Given the product [CH2:11]([NH+:13]([CH2:16][CH3:17])[CH2:14][CH3:15])[CH3:12].[OH:3][C:2]1[CH:8]2[CH2:9][CH:5]([CH2:6][CH2:7]2)[C:4](=[O:10])[CH:1]=1, predict the reactants needed to synthesize it. The reactants are: [CH2:1]=[C:2]1[CH:8]2[CH2:9][CH:5]([CH2:6][CH2:7]2)[C:4](=[O:10])[O:3]1.[CH2:11]([N:13]([CH2:16][CH3:17])[CH2:14][CH3:15])[CH3:12].[C-]#N.[K+]. (2) Given the product [CH:15]([O:14][CH:13]([CH3:12])[CH3:22])([CH3:16])[CH3:17].[CH3:6][CH2:7][CH2:2][CH2:3][CH2:4][CH3:5], predict the reactants needed to synthesize it. The reactants are: O[C:2]1[CH:7]=[CH:6][C:5](S(N2[CH2:16][C@H:15]3[CH2:17]C(C)(C)[C@@H:12]2[C:13](=O)[O:14]3)(=O)=O)=[CH:4][CH:3]=1.[C:22](=O)([O-])[O-].[K+].[K+].CN(C)C=O. (3) Given the product [C:1]([C:4]1[CH:5]=[C:6]([NH2:13])[CH:7]=[C:8]2[C:12]=1[NH:11][CH:10]=[CH:9]2)(=[O:3])[CH3:2], predict the reactants needed to synthesize it. The reactants are: [C:1]([C:4]1[CH:5]=[C:6]([N+:13]([O-])=O)[CH:7]=[C:8]2[C:12]=1[NH:11][CH:10]=[CH:9]2)(=[O:3])[CH3:2]. (4) Given the product [C:24]1([C:19]2[CH:20]=[CH:21][CH:22]=[CH:23][CH:18]=2)[C:14]([C:13]#[N:12])=[CH:28][CH:27]=[CH:26][CH:25]=1, predict the reactants needed to synthesize it. The reactants are: [C-]#N.[Na+].C1(C)C=CC=CC=1.C[NH:12][CH2:13][CH2:14]NC.Br[C:18]1[CH:23]=[CH:22][CH:21]=[CH:20][C:19]=1[C:24]1C=[CH:28][CH:27]=[CH:26][CH:25]=1. (5) Given the product [CH3:1][C:2]1[N:10]([CH2:11][C:12]([OH:14])=[O:13])[C:9]2[CH2:8][CH2:7][NH:6][C:5](=[O:17])[C:4]=2[C:3]=1[CH2:18][C:19]1[CH:24]=[CH:23][CH:22]=[CH:21][C:20]=1[S:25]([N:28]1[CH2:29][CH2:30][CH2:31][CH2:32]1)(=[O:26])=[O:27], predict the reactants needed to synthesize it. The reactants are: [CH3:1][C:2]1[N:10]([CH2:11][C:12]([O:14]CC)=[O:13])[C:9]2[CH2:8][CH2:7][NH:6][C:5](=[O:17])[C:4]=2[C:3]=1[CH2:18][C:19]1[CH:24]=[CH:23][CH:22]=[CH:21][C:20]=1[S:25]([N:28]1[CH2:32][CH2:31][CH2:30][CH2:29]1)(=[O:27])=[O:26].[Li+].[OH-].Cl. (6) Given the product [CH2:1]([O:8][N:9]1[C:14]2[N:15]=[CH:16][N:17]=[C:18]([CH3:19])[C:13]=2[C:12]([NH:20][CH2:21][C:22]2[CH:27]=[CH:26][CH:25]=[C:24]([OH:28])[CH:23]=2)=[CH:11][C:10]1=[O:32])[C:2]1[CH:7]=[CH:6][CH:5]=[CH:4][CH:3]=1, predict the reactants needed to synthesize it. The reactants are: [CH2:1]([O:8][N:9]1[C:14]2[N:15]=[CH:16][N:17]=[C:18]([CH3:19])[C:13]=2[C:12]([NH:20][CH2:21][C:22]2[CH:27]=[CH:26][CH:25]=[C:24]([O:28]COC)[CH:23]=2)=[CH:11][C:10]1=[O:32])[C:2]1[CH:7]=[CH:6][CH:5]=[CH:4][CH:3]=1.C(OCC)(=O)C.C(=O)(O)[O-].[Na+]. (7) Given the product [CH2:1]([C:3]1[CH:8]=[C:7]([F:9])[CH:6]=[CH:5][C:4]=1[O:10][C:25]1[CH:26]=[CH:27][C:22]([S:19]([NH:18][C:30]2[S:34][N:33]=[CH:32][N:31]=2)(=[O:20])=[O:21])=[CH:23][C:24]=1[I:29])[CH3:2], predict the reactants needed to synthesize it. The reactants are: [CH2:1]([C:3]1[CH:8]=[C:7]([F:9])[CH:6]=[CH:5][C:4]=1[OH:10])[CH3:2].[OH-].[K+].COC1C=C(OC)C=CC=1C[N:18]([C:30]1[S:34][N:33]=[CH:32][N:31]=1)[S:19]([C:22]1[CH:27]=[CH:26][C:25](F)=[C:24]([I:29])[CH:23]=1)(=[O:21])=[O:20].C(O)(C(F)(F)F)=O.